This data is from Forward reaction prediction with 1.9M reactions from USPTO patents (1976-2016). The task is: Predict the product of the given reaction. (1) Given the reactants [CH3:1][O:2][CH2:3][C@H:4]1[CH2:8][C@H:7](OS(C)(=O)=O)[CH2:6][N:5]1[C:14]([O:16][C:17]([CH3:20])([CH3:19])[CH3:18])=[O:15].[CH3:21][N:22](C=O)C, predict the reaction product. The product is: [C:21]([C@H:7]1[CH2:6][N:5]([C:14]([O:16][C:17]([CH3:20])([CH3:19])[CH3:18])=[O:15])[C@@H:4]([CH2:3][O:2][CH3:1])[CH2:8]1)#[N:22]. (2) Given the reactants [Cl:1][C:2]1[CH:3]=[C:4]2[C:8](=[CH:9][CH:10]=1)[N:7]([CH:11]1[CH2:16][CH2:15][CH2:14][CH2:13][O:12]1)[N:6]=[C:5]2[CH2:17]Cl.[C:19]1(=[O:29])[NH:23][C:22](=[O:24])[C:21]2=[CH:25][CH:26]=[CH:27][CH:28]=[C:20]12.[K].O, predict the reaction product. The product is: [Cl:1][C:2]1[CH:3]=[C:4]2[C:8](=[CH:9][CH:10]=1)[N:7]([CH:11]1[CH2:16][CH2:15][CH2:14][CH2:13][O:12]1)[N:6]=[C:5]2[CH2:17][N:23]1[C:19](=[O:29])[C:20]2[C:21](=[CH:25][CH:26]=[CH:27][CH:28]=2)[C:22]1=[O:24]. (3) Given the reactants C(O)(C(F)(F)F)=O.C(OC([NH:15][CH2:16][C:17]1([CH2:20][N:21]2[C:29]3[C:24](=[CH:25][CH:26]=[C:27]([C:30]([O:32][CH2:33][CH3:34])=[O:31])[CH:28]=3)[CH:23]=[C:22]2[C:35]([O:37][CH2:38][CH3:39])=[O:36])[CH2:19][CH2:18]1)=O)(C)(C)C, predict the reaction product. The product is: [NH2:15][CH2:16][C:17]1([CH2:20][N:21]2[C:29]3[C:24](=[CH:25][CH:26]=[C:27]([C:30]([O:32][CH2:33][CH3:34])=[O:31])[CH:28]=3)[CH:23]=[C:22]2[C:35]([O:37][CH2:38][CH3:39])=[O:36])[CH2:18][CH2:19]1.